This data is from Reaction yield outcomes from USPTO patents with 853,638 reactions. The task is: Predict the reaction yield, written as a fraction of the theoretical maximum amount of product (1.0 means a 100% yield; for example, 0.34 means a 34% yield). (1) The reactants are [CH2:1]([O:3][C:4](=[O:24])[C:5]([O:21][CH2:22][CH3:23])=[CH:6][C:7]1[CH:12]=[CH:11][C:10]([O:13][CH2:14][C:15]2[CH:20]=[CH:19][CH:18]=[CH:17][CH:16]=2)=[CH:9][CH:8]=1)[CH3:2]. The catalyst is CO.[Rh]. The product is [CH2:1]([O:3][C:4](=[O:24])[CH:5]([O:21][CH2:22][CH3:23])[CH2:6][C:7]1[CH:12]=[CH:11][C:10]([O:13][CH2:14][C:15]2[CH:16]=[CH:17][CH:18]=[CH:19][CH:20]=2)=[CH:9][CH:8]=1)[CH3:2]. The yield is 0.100. (2) The reactants are [Cl:1][C:2]1[CH:3]=[C:4]2[C:12](=[C:13]([NH:15][C:16]([C@H:18]3[N:23]([CH2:24][C:25]([OH:27])=O)[CH2:22][C:21]([CH3:29])([CH3:28])[O:20][CH2:19]3)=[O:17])[CH:14]=1)[NH:11][C:10]1[CH:9]=[N:8][CH:7]=[CH:6][C:5]2=1.[NH:30]1[CH2:34][CH2:33][CH2:32][CH2:31]1.C([O-])(=O)C.[NH4+]. No catalyst specified. The product is [Cl:1][C:2]1[CH:3]=[C:4]2[C:12](=[C:13]([NH:15][C:16]([C@@H:18]3[CH2:19][O:20][C:21]([CH3:29])([CH3:28])[CH2:22][N:23]3[CH2:24][C:25](=[O:27])[N:30]3[CH2:34][CH2:33][CH2:32][CH2:31]3)=[O:17])[CH:14]=1)[NH:11][C:10]1[CH:9]=[N:8][CH:7]=[CH:6][C:5]2=1. The yield is 0.820. (3) The reactants are [Br:1][CH2:2][CH2:3][CH2:4][CH2:5][C:6]1[CH:11]=[CH:10][C:9]([CH2:12][CH2:13][CH2:14][CH3:15])=[CH:8][CH:7]=1.[N:16]1[CH:21]=[CH:20][C:19]([CH3:22])=[CH:18][C:17]=1[CH3:23]. The catalyst is C(#N)C. The product is [Br-:1].[CH2:12]([C:9]1[CH:10]=[CH:11][C:6]([CH2:5][CH2:4][CH2:3][CH2:2][N+:16]2[CH:21]=[CH:20][C:19]([CH3:22])=[CH:18][C:17]=2[CH3:23])=[CH:7][CH:8]=1)[CH2:13][CH2:14][CH3:15]. The yield is 0.790.